Dataset: Reaction yield outcomes from USPTO patents with 853,638 reactions. Task: Predict the reaction yield, written as a fraction of the theoretical maximum amount of product (1.0 means a 100% yield; for example, 0.34 means a 34% yield). The reactants are [C:1]([O:8][CH3:9])(=[O:7])/[CH:2]=[CH:3]/[C:4]([OH:6])=[O:5].Cl[CH2:11][C:12]([N:14]1[CH2:18][CH2:17][CH2:16][C@H:15]1[C:19]([O:21][C:22]([CH3:25])([CH3:24])[CH3:23])=[O:20])=[O:13]. The catalyst is CN1C(=O)CCC1. The product is [C:4]([O:6][CH2:11][C:12]([N:14]1[CH2:18][CH2:17][CH2:16][C@H:15]1[C:19]([O:21][C:22]([CH3:25])([CH3:24])[CH3:23])=[O:20])=[O:13])(=[O:5])/[CH:3]=[CH:2]/[C:1]([O:8][CH3:9])=[O:7]. The yield is 0.340.